Predict the reactants needed to synthesize the given product. From a dataset of Full USPTO retrosynthesis dataset with 1.9M reactions from patents (1976-2016). (1) Given the product [I:1][C:2]1[C:3]([NH2:12])=[N:4][CH:5]=[C:6]([C:8]([F:11])([F:9])[F:10])[CH:7]=1, predict the reactants needed to synthesize it. The reactants are: [I:1][C:2]1[C:3]([NH:12]C(=O)C(C)(C)C)=[N:4][CH:5]=[C:6]([C:8]([F:11])([F:10])[F:9])[CH:7]=1.[OH-].[Na+].C([O-])(O)=O.[Na+]. (2) Given the product [CH2:9]([N:16]([CH2:17][CH2:18][C:19]1[CH:24]=[CH:23][C:22]([CH2:25][CH:26]([CH3:28])[CH3:27])=[CH:21][CH:20]=1)[CH2:29][C:30]([N:44]([O:45][CH3:46])[CH3:43])=[O:32])[C:10]1[CH:15]=[CH:14][CH:13]=[CH:12][CH:11]=1, predict the reactants needed to synthesize it. The reactants are: ClC(OCC(C)C)=O.[CH2:9]([N:16]([CH2:29][C:30]([OH:32])=O)[CH2:17][CH2:18][C:19]1[CH:24]=[CH:23][C:22]([CH2:25][CH:26]([CH3:28])[CH3:27])=[CH:21][CH:20]=1)[C:10]1[CH:15]=[CH:14][CH:13]=[CH:12][CH:11]=1.CCN(C(C)C)C(C)C.Cl.[CH3:43][NH:44][O:45][CH3:46].